This data is from Catalyst prediction with 721,799 reactions and 888 catalyst types from USPTO. The task is: Predict which catalyst facilitates the given reaction. (1) Reactant: [C:1]([N:4]1[C:13]2[C:8](=[CH:9][C:10]([O:17][CH3:18])=[C:11]([N+:14]([O-])=O)[CH:12]=2)[CH2:7][CH2:6][CH2:5]1)(=[O:3])[CH3:2]. Product: [C:1]([N:4]1[C:13]2[C:8](=[CH:9][C:10]([O:17][CH3:18])=[C:11]([NH2:14])[CH:12]=2)[CH2:7][CH2:6][CH2:5]1)(=[O:3])[CH3:2]. The catalyst class is: 78. (2) Reactant: [C:1]([C:3]1[CH:4]=[C:5]([CH3:12])[C:6]([C:9]([NH2:11])=[O:10])=[N:7][CH:8]=1)#[N:2].Br[C:14]1[CH:19]=[C:18]([C:20]2([CH3:31])[CH2:25][O:24][C:23]([CH2:28][F:29])([CH2:26][F:27])[C:22]([NH2:30])=[N:21]2)[C:17]([F:32])=[CH:16][N:15]=1.CC1(C)C2C(=C(P(C3C=CC=CC=3)C3C=CC=CC=3)C=CC=2)OC2C(P(C3C=CC=CC=3)C3C=CC=CC=3)=CC=CC1=2.C([O-])([O-])=O.[Cs+].[Cs+]. Product: [NH2:30][C:22]1[C:23]([CH2:26][F:27])([CH2:28][F:29])[O:24][CH2:25][C:20]([C:18]2[C:17]([F:32])=[CH:16][N:15]=[C:14]([NH:11][C:9]([C:6]3[C:5]([CH3:12])=[CH:4][C:3]([C:1]#[N:2])=[CH:8][N:7]=3)=[O:10])[CH:19]=2)([CH3:31])[N:21]=1. The catalyst class is: 62.